This data is from Forward reaction prediction with 1.9M reactions from USPTO patents (1976-2016). The task is: Predict the product of the given reaction. (1) Given the reactants [CH3:1][O:2][C@@H:3]([C@@H:12]([N:17]([CH3:25])[C:18](=[O:24])[C@H:19]([CH:21]([CH3:23])[CH3:22])[NH2:20])[C@@H:13]([CH3:16])[CH2:14][CH3:15])[CH2:4][C:5]([O:7][C:8]([CH3:11])([CH3:10])[CH3:9])=[O:6].[CH:26]1[C:38]2[CH:37]([CH2:39][O:40][C:41]([N:43]([CH3:50])[C:44]([CH3:49])([C:46](O)=[O:47])[CH3:45])=[O:42])[C:36]3[C:31](=[CH:32][CH:33]=[CH:34][CH:35]=3)[C:30]=2[CH:29]=[CH:28][CH:27]=1.CN(C(ON1N=NC2C=CC=NC1=2)=[N+](C)C)C.F[P-](F)(F)(F)(F)F.CCN(C(C)C)C(C)C, predict the reaction product. The product is: [CH:35]1[C:36]2[CH:37]([CH2:39][O:40][C:41]([N:43]([CH3:50])[C:44]([CH3:45])([C:46]([NH:20][C@H:19]([C:18]([N:17]([C@@H:12]([C@@H:13]([CH3:16])[CH2:14][CH3:15])[C@H:3]([O:2][CH3:1])[CH2:4][C:5]([O:7][C:8]([CH3:11])([CH3:9])[CH3:10])=[O:6])[CH3:25])=[O:24])[CH:21]([CH3:23])[CH3:22])=[O:47])[CH3:49])=[O:42])[C:38]3[C:30](=[CH:29][CH:28]=[CH:27][CH:26]=3)[C:31]=2[CH:32]=[CH:33][CH:34]=1. (2) Given the reactants Br[C:2](Br)=[CH:3][C:4]1[CH:9]=[CH:8][C:7]([C:10]2[CH:15]=[CH:14][C:13]([C:16]([O:18][CH3:19])=[O:17])=[CH:12][CH:11]=2)=[C:6]([O:20][CH3:21])[CH:5]=1.[CH3:23][N:24]1[CH2:29][CH2:28][NH:27][CH2:26][CH2:25]1.CN(C=[O:34])C, predict the reaction product. The product is: [CH3:21][O:20][C:6]1[CH:5]=[C:4]([CH2:3][C:2]([N:27]2[CH2:28][CH2:29][N:24]([CH3:23])[CH2:25][CH2:26]2)=[O:34])[CH:9]=[CH:8][C:7]=1[C:10]1[CH:15]=[CH:14][C:13]([C:16]([O:18][CH3:19])=[O:17])=[CH:12][CH:11]=1. (3) Given the reactants Br[C:2]1[CH:3]=[C:4]([NH:8][C:9]([NH:11][CH2:12][C:13]([F:16])([F:15])[F:14])=[O:10])[CH:5]=[N:6][CH:7]=1.[B:17]1([B:17]2[O:21][C:20]([CH3:23])([CH3:22])[C:19]([CH3:25])([CH3:24])[O:18]2)[O:21][C:20]([CH3:23])([CH3:22])[C:19]([CH3:25])([CH3:24])[O:18]1.N#N.O, predict the reaction product. The product is: [CH3:24][C:19]1([CH3:25])[C:20]([CH3:23])([CH3:22])[O:21][B:17]([C:2]2[CH:3]=[C:4]([NH:8][C:9]([NH:11][CH2:12][C:13]([F:16])([F:15])[F:14])=[O:10])[CH:5]=[N:6][CH:7]=2)[O:18]1.